This data is from Reaction yield outcomes from USPTO patents with 853,638 reactions. The task is: Predict the reaction yield, written as a fraction of the theoretical maximum amount of product (1.0 means a 100% yield; for example, 0.34 means a 34% yield). (1) The reactants are Br[C:2]1[C:3]([N:9]2[CH2:14][CH2:13][CH2:12][CH2:11][CH2:10]2)=[N:4][CH:5]=[C:6]([Br:8])[N:7]=1.[CH3:15][N:16]1[CH2:22][CH2:21][CH2:20][NH:19][CH2:18][CH2:17]1. No catalyst specified. The product is [Br:8][C:6]1[N:7]=[C:2]([N:19]2[CH2:20][CH2:21][CH2:22][N:16]([CH3:15])[CH2:17][CH2:18]2)[C:3]([N:9]2[CH2:14][CH2:13][CH2:12][CH2:11][CH2:10]2)=[N:4][CH:5]=1. The yield is 0.650. (2) The reactants are [CH:1]([N:4]1[C:8]([C:9]2[S:10][C:11]3[CH2:12][CH2:13][O:14][C:15]4[CH:22]=[CH:21][C:20]([C:23]5[C:24](=[O:29])[NH:25][CH:26]=[CH:27][CH:28]=5)=[CH:19][C:16]=4[C:17]=3[N:18]=2)=[N:7][CH:6]=[N:5]1)([CH3:3])[CH3:2].Br[CH2:31][CH2:32][O:33][CH3:34].[F-].[Cs+]. The catalyst is CN(C=O)C. The product is [CH:1]([N:4]1[C:8]([C:9]2[S:10][C:11]3[CH2:12][CH2:13][O:14][C:15]4[CH:22]=[CH:21][C:20]([C:23]5[C:24](=[O:29])[N:25]([CH2:31][CH2:32][O:33][CH3:34])[CH:26]=[CH:27][CH:28]=5)=[CH:19][C:16]=4[C:17]=3[N:18]=2)=[N:7][CH:6]=[N:5]1)([CH3:3])[CH3:2]. The yield is 0.240. (3) The reactants are [C:1]([O:5][C@@H:6]([C:11]1[C:40]([CH3:41])=[C:39]([CH2:42][OH:43])[C:38]2=[N:44][C:35]3=[C:36]([Cl:45])[N:37]2[C:12]=1[N:13]1[CH2:50][CH2:49][C:16]([CH3:51])([O:17][CH2:18][CH2:19][CH2:20][CH2:21][C@H:22]([CH3:48])[O:23][C:24]2[CH:25]=[CH:26][C:27]([F:47])=[CH:28][C:29]=2[C:30]2[CH:46]=[C:34]3[CH:33]=[CH:32][CH:31]=2)[CH2:15][CH2:14]1)[C:7]([O:9]C)=[O:8])([CH3:4])([CH3:3])[CH3:2].C(O[C@@H](C1C(C)=CC2=NC3=C(Cl)N2C=1N1CCC(C)(OCCCC[C@H](C)OC2C=CC(C)=CC=2C2C=C3C=CC=2)CC1)C(O)=O)(C)(C)C. No catalyst specified. The product is [C:1]([O:5][C@@H:6]([C:11]1[C:40]([CH3:41])=[C:39]([CH2:42][OH:43])[C:38]2=[N:44][C:35]3=[C:36]([Cl:45])[N:37]2[C:12]=1[N:13]1[CH2:14][CH2:15][C:16]([CH3:51])([O:17][CH2:18][CH2:19][CH2:20][CH2:21][C@H:22]([CH3:48])[O:23][C:24]2[CH:25]=[CH:26][C:27]([F:47])=[CH:28][C:29]=2[C:30]2[CH:46]=[C:34]3[CH:33]=[CH:32][CH:31]=2)[CH2:49][CH2:50]1)[C:7]([OH:9])=[O:8])([CH3:4])([CH3:2])[CH3:3]. The yield is 0.174. (4) The yield is 0.630. The product is [F:13][C:12]([F:15])([F:14])[O:11][C:9]1[CH:10]=[C:4]2[C:5]([CH:16]=[CH:18][NH:1]2)=[CH:7][CH:8]=1. The catalyst is C(#N)C.CN(C=O)C. The reactants are [N+:1]([C:4]1[CH:10]=[C:9]([O:11][C:12]([F:15])([F:14])[F:13])[CH:8]=[CH:7][C:5]=1N)([O-])=O.[C:16]([CH2:18]C(OCC1C=CC=CC=1)=O)#N.C([O-])([O-])=O.[K+].[K+]. (5) The reactants are [OH:1][C:2]1[CH:9]=[CH:8][C:5]([CH:6]=[O:7])=[CH:4][CH:3]=1.C(=O)([O-])[O-].[K+].[K+].[Br:16][CH2:17][CH2:18]Br. The catalyst is C(O)C. The product is [Br:16][CH2:17][CH2:18][O:1][C:2]1[CH:9]=[CH:8][C:5]([CH:6]=[O:7])=[CH:4][CH:3]=1. The yield is 0.880. (6) The reactants are [C:1]([S@@:5](/[N:7]=[CH:8]/[C:9]1[CH:18]=[CH:17][C:12]([C:13]([O:15][CH3:16])=[O:14])=[CH:11][CH:10]=1)=[O:6])([CH3:4])([CH3:3])[CH3:2].[C:19]1([Mg]Br)[CH:24]=[CH:23][CH:22]=[CH:21][CH:20]=1. The catalyst is CCOCC.C(Cl)Cl. The product is [CH3:3][C:1]([CH3:4])([S@@:5]([NH:7][C@H:8]([C:19]1[CH:24]=[CH:23][CH:22]=[CH:21][CH:20]=1)[C:9]1[CH:10]=[CH:11][C:12]([C:13]([O:15][CH3:16])=[O:14])=[CH:17][CH:18]=1)=[O:6])[CH3:2]. The yield is 0.880.